Dataset: Forward reaction prediction with 1.9M reactions from USPTO patents (1976-2016). Task: Predict the product of the given reaction. (1) The product is: [NH:10]1[C:11]2[C:16](=[CH:15][CH:14]=[CH:13][CH:12]=2)[CH2:6][CH2:7][C:8]1=[O:9]. Given the reactants [Al+3].[Cl-].[Cl-].[Cl-].Cl[CH2:6][CH2:7][C:8]([NH:10][C:11]1[CH:16]=[CH:15][CH:14]=[CH:13][CH:12]=1)=[O:9], predict the reaction product. (2) Given the reactants C([O:4][C@H:5]([C@H:8]([C@@H:10]([CH2:12][OH:13])[OH:11])[OH:9])[CH2:6][OH:7])C=C.CO.C([O-])(=O)C.[Na+], predict the reaction product. The product is: [CH2:6]([OH:7])[C@@H:5]([C@H:8]([C@@H:10]([CH2:12][OH:13])[OH:11])[OH:9])[OH:4]. (3) Given the reactants [OH:1][C@@H:2]1[C@@:9]([CH3:16])([CH2:10][CH2:11][CH:12]=[C:13]([CH3:15])[CH3:14])[C@@H:8]2[C:17](=[O:18])[C@@:4]([CH2:22][CH:23]=[C:24]([CH3:26])[CH3:25])([C:5]([O:20]C)=[CH:6][C:7]2=[O:19])[CH2:3]1.[OH-].[Li+], predict the reaction product. The product is: [OH:20][C:5]1[C@:4]2([CH2:22][CH:23]=[C:24]([CH3:25])[CH3:26])[C:17](=[O:18])[C@@H:8]([C@:9]([CH3:16])([CH2:10][CH2:11][CH:12]=[C:13]([CH3:15])[CH3:14])[C@@H:2]([OH:1])[CH2:3]2)[C:7](=[O:19])[CH:6]=1. (4) The product is: [Br:19][C:20]1[CH:25]=[C:24]([Cl:26])[CH:23]=[CH:22][C:21]=1[O:27][C:2]1[N:6]([CH3:7])[C:5]2[C:8]([CH:14]([CH2:17][CH3:18])[CH2:15][CH3:16])=[CH:9][CH:10]=[C:11]([C:12]#[N:13])[C:4]=2[N:3]=1. Given the reactants Cl[C:2]1[N:6]([CH3:7])[C:5]2[C:8]([CH:14]([CH2:17][CH3:18])[CH2:15][CH3:16])=[CH:9][CH:10]=[C:11]([C:12]#[N:13])[C:4]=2[N:3]=1.[Br:19][C:20]1[CH:25]=[C:24]([Cl:26])[CH:23]=[CH:22][C:21]=1[OH:27].C(=O)([O-])[O-].[K+].[K+].CN1CCCC1=O, predict the reaction product. (5) Given the reactants [Cl:1][C:2]1[CH:7]=[CH:6][C:5]([C:8]2[C:9]([C:20]3[CH:25]=[CH:24][C:23]([Cl:26])=[CH:22][C:21]=3[Cl:27])=[N:10][C:11]([O:16][CH2:17][C:18]#[N:19])=[C:12]([CH:15]=2)[C:13]#[N:14])=[CH:4][CH:3]=1.C[Si]([N-][Si](C)(C)C)(C)C.[Li+].C1COCC1, predict the reaction product. The product is: [NH2:14][C:13]1[C:12]2[C:11](=[N:10][C:9]([C:20]3[CH:25]=[CH:24][C:23]([Cl:26])=[CH:22][C:21]=3[Cl:27])=[C:8]([C:5]3[CH:6]=[CH:7][C:2]([Cl:1])=[CH:3][CH:4]=3)[CH:15]=2)[O:16][C:17]=1[C:18]#[N:19]. (6) The product is: [F:1][C:2]1[CH:7]=[CH:6][C:5]([N:8]2[C:12]3=[N:13][CH:14]=[CH:15][C:16]([N:18]4[CH:22]=[CH:21][N:20]=[CH:19]4)=[C:11]3[CH:10]=[N:9]2)=[CH:4][CH:3]=1. Given the reactants [F:1][C:2]1[CH:7]=[CH:6][C:5]([N:8]2[C:12]3=[N:13][CH:14]=[CH:15][C:16](I)=[C:11]3[CH:10]=[N:9]2)=[CH:4][CH:3]=1.[NH:18]1[CH:22]=[CH:21][N:20]=[CH:19]1.C(=O)([O-])[O-].[K+].[K+].N1CCC[C@@H]1C(O)=O, predict the reaction product. (7) Given the reactants Cl[C:2]1[CH:10]=[CH:9][CH:8]=[C:7]2[C:3]=1[CH:4]=[C:5]([CH3:11])[CH2:6]2.[C:12]([C:16]1[CH:17]=[C:18]([Mg]Br)[CH:19]=[C:20]([C:22]([CH3:25])([CH3:24])[CH3:23])[CH:21]=1)([CH3:15])([CH3:14])[CH3:13], predict the reaction product. The product is: [C:12]([C:16]1[CH:17]=[C:18]([C:2]2[CH:10]=[CH:9][CH:8]=[C:7]3[C:3]=2[CH:4]=[C:5]([CH3:11])[CH2:6]3)[CH:19]=[C:20]([C:22]([CH3:25])([CH3:24])[CH3:23])[CH:21]=1)([CH3:15])([CH3:14])[CH3:13]. (8) Given the reactants [Br:1][CH2:2][C:3]([C:5]1[CH:10]=[CH:9][C:8]([Br:11])=[CH:7][CH:6]=1)=O.[F:12][C:13]([F:22])([F:21])[C:14]1[CH:15]=[CH:16][C:17]([NH2:20])=[N:18][CH:19]=1, predict the reaction product. The product is: [BrH:1].[Br:11][C:8]1[CH:9]=[CH:10][C:5]([C:3]2[N:20]=[C:17]3[CH:16]=[CH:15][C:14]([C:13]([F:21])([F:12])[F:22])=[CH:19][N:18]3[CH:2]=2)=[CH:6][CH:7]=1. (9) Given the reactants Cl.[CH2:2]([NH:4][C:5]1[CH:10]=[C:9]([CH:11]([CH3:13])[CH3:12])[N:8]=[CH:7][C:6]=1[NH2:14])[CH3:3].C[Al](C)C.C1(C)C=CC=CC=1.CO[C:28](=O)[CH2:29][N:30]1[CH:34]=[CH:33][N:32]=[C:31]1[C:35]1[S:36][CH:37]=[CH:38][N:39]=1, predict the reaction product. The product is: [CH2:2]([N:4]1[C:5]2[CH:10]=[C:9]([CH:11]([CH3:13])[CH3:12])[N:8]=[CH:7][C:6]=2[N:14]=[C:28]1[CH2:29][N:30]1[CH:34]=[CH:33][N:32]=[C:31]1[C:35]1[S:36][CH:37]=[CH:38][N:39]=1)[CH3:3]. (10) Given the reactants [C:1]([C:3](=[CH:7][C:8]1[CH:13]=[CH:12][C:11]([OH:14])=[CH:10][CH:9]=1)[C:4]([OH:6])=[O:5])#[N:2].C(N(CC)CC)C.[C:22]([O:26][C:27](OC([O-])=O)=[O:28])([CH3:25])([CH3:24])[CH3:23], predict the reaction product. The product is: [C:1]([C:3](=[CH:7][C:8]1[CH:9]=[CH:10][C:11]([O:14][C:27]([O:26][C:22]([CH3:25])([CH3:24])[CH3:23])=[O:28])=[CH:12][CH:13]=1)[C:4]([OH:6])=[O:5])#[N:2].